This data is from Peptide-MHC class I binding affinity with 185,985 pairs from IEDB/IMGT. The task is: Regression. Given a peptide amino acid sequence and an MHC pseudo amino acid sequence, predict their binding affinity value. This is MHC class I binding data. (1) The peptide sequence is QIFEVYWYL. The MHC is H-2-Kb with pseudo-sequence H-2-Kb. The binding affinity (normalized) is 0.361. (2) The peptide sequence is NITTLLNETA. The MHC is HLA-A02:03 with pseudo-sequence HLA-A02:03. The binding affinity (normalized) is 0.569. (3) The peptide sequence is DGAEGINPY. The binding affinity (normalized) is 0.0847. The MHC is HLA-A80:01 with pseudo-sequence HLA-A80:01. (4) The peptide sequence is GRWMLPQGM. The MHC is HLA-A26:02 with pseudo-sequence HLA-A26:02. The binding affinity (normalized) is 0.0847. (5) The peptide sequence is EFKSRFFVM. The MHC is HLA-A02:16 with pseudo-sequence HLA-A02:16. The binding affinity (normalized) is 0.0847. (6) The peptide sequence is TLENERGEL. The MHC is HLA-A02:03 with pseudo-sequence HLA-A02:03. The binding affinity (normalized) is 0.0906. (7) The peptide sequence is NQFGSVPAL. The MHC is HLA-A80:01 with pseudo-sequence HLA-A80:01. The binding affinity (normalized) is 0.0847.